Dataset: Full USPTO retrosynthesis dataset with 1.9M reactions from patents (1976-2016). Task: Predict the reactants needed to synthesize the given product. (1) The reactants are: [CH2:1]([NH:5][CH2:6][C:7]1[S:8][C:9]([C:12]2[CH:17]=[CH:16][CH:15]=[C:14]([S:18]([CH3:21])(=[O:20])=[O:19])[CH:13]=2)=[CH:10][CH:11]=1)[CH:2]([CH3:4])[CH3:3].[CH:22]1([CH2:28][S:29](Cl)(=[O:31])=[O:30])[CH2:27][CH2:26][CH2:25][CH2:24][CH2:23]1. Given the product [CH:22]1([CH2:28][S:29]([N:5]([CH2:1][CH:2]([CH3:4])[CH3:3])[CH2:6][C:7]2[S:8][C:9]([C:12]3[CH:17]=[CH:16][CH:15]=[C:14]([S:18]([CH3:21])(=[O:20])=[O:19])[CH:13]=3)=[CH:10][CH:11]=2)(=[O:31])=[O:30])[CH2:27][CH2:26][CH2:25][CH2:24][CH2:23]1, predict the reactants needed to synthesize it. (2) Given the product [CH3:19][O:20][C@@H:21]1[CH2:25][CH2:24][N:23]([C:2]2[CH:7]=[CH:6][N:5]3[CH:8]=[C:9]([C:11]4[CH:16]=[CH:15][C:14]([CH3:17])=[CH:13][CH:12]=4)[N:10]=[C:4]3[CH:3]=2)[CH2:22]1, predict the reactants needed to synthesize it. The reactants are: Br[C:2]1[CH:7]=[CH:6][N:5]2[CH:8]=[C:9]([C:11]3[CH:16]=[CH:15][C:14]([CH3:17])=[CH:13][CH:12]=3)[N:10]=[C:4]2[CH:3]=1.Cl.[CH3:19][O:20][C@@H:21]1[CH2:25][CH2:24][NH:23][CH2:22]1. (3) Given the product [C:1]([O:5][C:6]([N:8]1[CH2:13][CH2:12][N:11]([C:14]([C:16]2[C:20]3[CH:21]=[N:22][C:23]([O:25][CH3:26])=[CH:24][C:19]=3[N:18]([CH:27]3[CH2:32][CH2:31][CH2:30][CH2:29][CH2:28]3)[C:17]=2[O:42][C:36]2[C:37]([CH3:41])=[CH:38][CH:39]=[CH:40][C:35]=2[CH3:34])=[O:15])[CH2:10][CH2:9]1)=[O:7])([CH3:4])([CH3:3])[CH3:2], predict the reactants needed to synthesize it. The reactants are: [C:1]([O:5][C:6]([N:8]1[CH2:13][CH2:12][N:11]([C:14]([C:16]2[C:20]3[CH:21]=[N:22][C:23]([O:25][CH3:26])=[CH:24][C:19]=3[N:18]([CH:27]3[CH2:32][CH2:31][CH2:30][CH2:29][CH2:28]3)[C:17]=2Cl)=[O:15])[CH2:10][CH2:9]1)=[O:7])([CH3:4])([CH3:3])[CH3:2].[CH3:34][C:35]1[CH:40]=[CH:39][CH:38]=[C:37]([CH3:41])[C:36]=1[OH:42]. (4) Given the product [Cl:1][C:2]1[CH:3]=[C:4]2[C:8](=[CH:9][CH:10]=1)[N:7]([C:39]#[C:40][C:41]1[CH:46]=[CH:45][C:44]([O:47][CH3:48])=[C:43]([F:49])[CH:42]=1)[C:6]1[CH2:11][N:12]([CH3:15])[CH2:13][CH2:14][C:5]2=1, predict the reactants needed to synthesize it. The reactants are: [Cl:1][C:2]1[CH:3]=[C:4]2[C:8](=[CH:9][CH:10]=1)[NH:7][C:6]1[CH2:11][N:12]([CH3:15])[CH2:13][CH2:14][C:5]2=1.N1C2C(=CC=C3C=2N=CC=C3)C=CC=1.[O-]P([O-])([O-])=O.[K+].[K+].[K+].Br[C:39]#[C:40][C:41]1[CH:46]=[CH:45][C:44]([O:47][CH3:48])=[C:43]([F:49])[CH:42]=1. (5) Given the product [C:5]([CH:4]([NH2:22])[CH2:84][NH:85][C:87](=[O:88])[C:55]1[CH:60]=[CH:59][C:58]([C:61]#[CH:62])=[CH:57][CH:56]=1)([C:6]1[CH:7]=[CH:8][CH:9]=[CH:10][CH:11]=1)([C:17]1[CH:16]=[CH:15][CH:14]=[CH:13][CH:12]=1)[C:35]1[CH:34]=[CH:33][CH:32]=[CH:31][CH:36]=1, predict the reactants needed to synthesize it. The reactants are: C(NO)(O[CH2:4][CH:5]1[C:17]2[C:12](=[CH:13][CH:14]=[CH:15][CH:16]=2)[C:11]2[C:6]1=[CH:7][CH:8]=[CH:9][CH:10]=2)=O.CC[N:22]=C=NCCCN(C)C.[CH:31]1[CH:32]=[CH:33][C:34]2N(O)N=N[C:35]=2[CH:36]=1.COC(=O)C(N)(NC(=O)[C:55]1[CH:60]=[CH:59][C:58]([C:61]#[C:62]C#CC2C=CC(N)=CC=2)=[CH:57][CH:56]=1)CC(OC(C)(C)C)=O.CCN(C(C)C)C(C)C.[CH3:84][N:85]([CH:87]=[O:88])C.